This data is from Reaction yield outcomes from USPTO patents with 853,638 reactions. The task is: Predict the reaction yield, written as a fraction of the theoretical maximum amount of product (1.0 means a 100% yield; for example, 0.34 means a 34% yield). (1) The reactants are Cl[C:2]1[CH:7]=[C:6]([N:8]2[CH2:13][CH2:12][O:11][C@@H:10]([CH3:14])[C@H:9]2[CH3:15])[N:5]=[C:4]([N:16]2[C:20]3[CH:21]=[CH:22][CH:23]=[CH:24][C:19]=3[N:18]=[C:17]2[CH:25]([F:27])[F:26])[N:3]=1.[NH:28]1[CH2:33][CH2:32][O:31][CH2:30][CH2:29]1. No catalyst specified. The product is [F:26][CH:25]([F:27])[C:17]1[N:16]([C:4]2[N:5]=[C:6]([N:8]3[CH2:13][CH2:12][O:11][C@@H:10]([CH3:14])[C@H:9]3[CH3:15])[CH:7]=[C:2]([N:28]3[CH2:33][CH2:32][O:31][CH2:30][CH2:29]3)[N:3]=2)[C:20]2[CH:21]=[CH:22][CH:23]=[CH:24][C:19]=2[N:18]=1. The yield is 0.900. (2) The reactants are [Cl:1][C:2]1[CH:7]=[CH:6][CH:5]=[C:4]([Cl:8])[C:3]=1[CH2:9][S:10]([C:13]1[CH:14]=[C:15]2[C:19](=[CH:20][CH:21]=1)[NH:18][C:17](=[O:22])/[C:16]/2=[CH:23]\[C:24]1[NH:28][C:27]([CH3:29])=[C:26]([C:30](O)=[O:31])[C:25]=1[CH3:33])(=[O:12])=[O:11].[CH:34]1([NH:37][CH2:38][C@@H:39]2[CH2:43][CH2:42][CH2:41][NH:40]2)[CH2:36][CH2:35]1. No catalyst specified. The product is [CH:34]1([NH:37][CH2:38][C@@H:39]2[CH2:43][CH2:42][CH2:41][N:40]2[C:30]([C:26]2[C:25]([CH3:33])=[C:24](/[CH:23]=[C:16]3\[C:17](=[O:22])[NH:18][C:19]4[C:15]\3=[CH:14][C:13]([S:10]([CH2:9][C:3]3[C:2]([Cl:1])=[CH:7][CH:6]=[CH:5][C:4]=3[Cl:8])(=[O:11])=[O:12])=[CH:21][CH:20]=4)[NH:28][C:27]=2[CH3:29])=[O:31])[CH2:36][CH2:35]1. The yield is 0.720. (3) The reactants are [C:1]([N:4]1[CH2:9][CH2:8][N:7]2[N:10]=[C:11]([NH:13][C:14]3[C:15](=[O:22])[N:16]([CH3:21])[CH:17]=[C:18](Br)[CH:19]=3)[CH:12]=[C:6]2[CH2:5]1)(=[O:3])[CH3:2].[C:23]([O:26][CH2:27][C:28]1[C:29]([N:37]2[C:49](=[O:50])[C:48]3[S:47][C:46]4[CH2:45][CH2:44][CH2:43][CH2:42][C:41]=4[C:40]=3[CH:39]=[N:38]2)=[N:30][CH:31]=[CH:32][C:33]=1B(O)O)(=[O:25])[CH3:24].[O-]P([O-])([O-])=O.[K+].[K+].[K+].C([O-])(=O)C.[Na+]. The catalyst is C1C=CC(P(C2C=CC=CC=2)[C-]2C=CC=C2)=CC=1.C1C=CC(P(C2C=CC=CC=2)[C-]2C=CC=C2)=CC=1.Cl[Pd]Cl.[Fe+2].C(#N)C.O. The product is [C:23]([O:26][CH2:27][C:28]1[C:29]([N:37]2[C:49](=[O:50])[C:48]3[S:47][C:46]4[CH2:45][CH2:44][CH2:43][CH2:42][C:41]=4[C:40]=3[CH:39]=[N:38]2)=[N:30][CH:31]=[CH:32][C:33]=1[C:18]1[CH:19]=[C:14]([NH:13][C:11]2[CH:12]=[C:6]3[CH2:5][N:4]([C:1](=[O:3])[CH3:2])[CH2:9][CH2:8][N:7]3[N:10]=2)[C:15](=[O:22])[N:16]([CH3:21])[CH:17]=1)(=[O:25])[CH3:24]. The yield is 0.310. (4) The reactants are [F:1][C:2]1[CH:13]=[C:12]([C:14]2[CH:15]=[N:16][N:17]3[CH:22]=[CH:21][C:20]([N:23]4[C@@H:27]([C:28]5[CH:33]=[CH:32][C:31]([F:34])=[CH:30][N:29]=5)[CH2:26][O:25][C:24]4=[O:35])=[N:19][C:18]=23)[CH:11]=[CH:10][C:3]=1/[CH:4]=[N:5]/[NH:6][C:7]([NH2:9])=[O:8].C([O-])(=O)C.[Na+].BrBr. The catalyst is C(O)(=O)C. The product is [NH2:9][C:7]1[O:8][C:4]([C:3]2[CH:10]=[CH:11][C:12]([C:14]3[CH:15]=[N:16][N:17]4[CH:22]=[CH:21][C:20]([N:23]5[C@@H:27]([C:28]6[CH:33]=[CH:32][C:31]([F:34])=[CH:30][N:29]=6)[CH2:26][O:25][C:24]5=[O:35])=[N:19][C:18]=34)=[CH:13][C:2]=2[F:1])=[N:5][N:6]=1. The yield is 0.310. (5) The reactants are [Br:1][C:2]1[CH:3]=[CH:4][C:5]([F:21])=[C:6]([C@@:8]2([CH3:20])[NH:16][C:15](=O)[C:11]3([CH2:14][CH2:13][CH2:12]3)[S:10](=[O:19])(=[O:18])[CH2:9]2)[CH:7]=1.COC1C=CC(P2(SP(C3C=CC(OC)=CC=3)(=S)S2)=[S:31])=CC=1.C([O-])(O)=O.[Na+]. The catalyst is O1CCOCC1. The product is [Br:1][C:2]1[CH:3]=[CH:4][C:5]([F:21])=[C:6]([C@@:8]2([CH3:20])[NH:16][C:15](=[S:31])[C:11]3([CH2:14][CH2:13][CH2:12]3)[S:10](=[O:19])(=[O:18])[CH2:9]2)[CH:7]=1. The yield is 0.915. (6) The reactants are [Br:1][C:2]1[CH:3]=[C:4]([CH2:8][N:9]2C(=O)C3C(=CC=CC=3)C2=O)[CH:5]=[N:6][CH:7]=1.O.NN. The catalyst is CCO. The product is [Br:1][C:2]1[CH:3]=[C:4]([CH2:8][NH2:9])[CH:5]=[N:6][CH:7]=1. The yield is 0.977. (7) The reactants are [CH3:1][O:2][C:3]1[CH:4]=[C:5]2[C:10](=[CH:11][C:12]=1[O:13][CH3:14])[N:9]=[CH:8][CH:7]=[C:6]2[O:15][C:16]1[CH:21]=[CH:20][C:19]([OH:22])=[CH:18][CH:17]=1.[H-].[Na+].COC1C=C2C(=CC=1OC)N=[CH:32][CH:31]=[C:30]2[O:39][C:40]1[CH:45]=[CH:44][C:43](NC(NC2CCNCC2)=O)=[CH:42][CH:41]=1.[C:56](=O)([O-])O.[Na+]. The catalyst is CN(C)C=O. The product is [CH3:1][O:2][C:3]1[CH:4]=[C:5]2[C:10](=[CH:11][C:12]=1[O:13][CH3:14])[N:9]=[CH:8][CH:7]=[C:6]2[O:15][C:16]1[CH:17]=[CH:18][C:19]([O:22][CH2:32][CH2:31][CH2:30][O:39][C:40]2[CH:41]=[CH:42][CH:43]=[CH:44][C:45]=2[CH3:56])=[CH:20][CH:21]=1. The yield is 0.980.